Dataset: Reaction yield outcomes from USPTO patents with 853,638 reactions. Task: Predict the reaction yield, written as a fraction of the theoretical maximum amount of product (1.0 means a 100% yield; for example, 0.34 means a 34% yield). The reactants are Br[C:2]1[CH:7]=[CH:6][C:5]([CH2:8][N:9]2[C:14](=[O:15])[C:13]([C:16]([NH:18][CH2:19][C:20]([OH:22])=[O:21])=[O:17])=[C:12]([OH:23])[C:11]([CH:24]([CH3:26])[CH3:25])=[N:10]2)=[CH:4][CH:3]=1.[F:27][C:28]1[CH:33]=[C:32](B(O)O)[CH:31]=[C:30]([F:37])[N:29]=1.C(=O)([O-])[O-].[K+].[K+].Cl. The catalyst is O1CCOCC1.O.CO.C1C=CC([P]([Pd]([P](C2C=CC=CC=2)(C2C=CC=CC=2)C2C=CC=CC=2)([P](C2C=CC=CC=2)(C2C=CC=CC=2)C2C=CC=CC=2)[P](C2C=CC=CC=2)(C2C=CC=CC=2)C2C=CC=CC=2)(C2C=CC=CC=2)C2C=CC=CC=2)=CC=1. The product is [F:27][C:28]1[CH:33]=[C:32]([C:2]2[CH:7]=[CH:6][C:5]([CH2:8][N:9]3[C:14](=[O:15])[C:13]([C:16]([NH:18][CH2:19][C:20]([OH:22])=[O:21])=[O:17])=[C:12]([OH:23])[C:11]([CH:24]([CH3:26])[CH3:25])=[N:10]3)=[CH:4][CH:3]=2)[CH:31]=[C:30]([F:37])[N:29]=1. The yield is 0.448.